This data is from Peptide-MHC class II binding affinity with 134,281 pairs from IEDB. The task is: Regression. Given a peptide amino acid sequence and an MHC pseudo amino acid sequence, predict their binding affinity value. This is MHC class II binding data. (1) The peptide sequence is SKKYFAATQFEPLAA. The MHC is HLA-DQA10501-DQB10301 with pseudo-sequence HLA-DQA10501-DQB10301. The binding affinity (normalized) is 0.289. (2) The peptide sequence is ELLKTVRLIKFLYQSNP. The MHC is HLA-DQA10501-DQB10201 with pseudo-sequence HLA-DQA10501-DQB10201. The binding affinity (normalized) is 0.143.